Dataset: Full USPTO retrosynthesis dataset with 1.9M reactions from patents (1976-2016). Task: Predict the reactants needed to synthesize the given product. (1) Given the product [ClH:25].[ClH:25].[ClH:25].[Cl:25][C:26]1[CH:34]=[CH:33][C:32]([CH2:35][CH2:36][CH2:37][NH:38][CH2:39][CH2:40][NH:41][CH3:42])=[CH:31][C:27]=1[C:28]([NH:68][CH2:67][C:57]12[CH2:66][CH:61]3[CH2:60][CH:59]([CH2:65][CH:63]([CH2:62]3)[CH2:64]1)[CH2:58]2)=[O:30], predict the reactants needed to synthesize it. The reactants are: C1CN([P+](Br)(N2CCCC2)N2CCCC2)CC1.F[P-](F)(F)(F)(F)F.[Cl:25][C:26]1[CH:34]=[CH:33][C:32]([CH2:35][CH2:36][CH2:37][N:38](C(OC(C)(C)C)=O)[CH2:39][CH2:40][NH:41][CH2:42]C(OC(C)(C)C)=O)=[CH:31][C:27]=1[C:28]([OH:30])=O.[C:57]12([CH2:67][NH2:68])[CH2:66][CH:61]3[CH2:62][CH:63]([CH2:65][CH:59]([CH2:60]3)[CH2:58]1)[CH2:64]2.C(N(CC)CC)C. (2) Given the product [CH2:22]([C:7]1[CH:6]=[C:5]([CH:3]([OH:4])[CH2:2][N:37]2[CH2:38][CH2:39][C:34]([C:31]3[CH:32]=[N:33][C:28]([O:27][CH3:26])=[CH:29][CH:30]=3)([OH:40])[CH2:35][CH2:36]2)[CH:10]=[CH:9][C:8]=1[O:11][Si:12]([CH:19]([CH3:21])[CH3:20])([CH:16]([CH3:18])[CH3:17])[CH:13]([CH3:15])[CH3:14])[CH3:23], predict the reactants needed to synthesize it. The reactants are: Cl[CH2:2][C:3]([C:5]1[CH:10]=[CH:9][C:8]([O:11][Si:12]([CH:19]([CH3:21])[CH3:20])([CH:16]([CH3:18])[CH3:17])[CH:13]([CH3:15])[CH3:14])=[C:7]([CH2:22][CH3:23])[CH:6]=1)=[O:4].Cl.Cl.[CH3:26][O:27][C:28]1[N:33]=[CH:32][C:31]([C:34]2([OH:40])[CH2:39][CH2:38][NH:37][CH2:36][CH2:35]2)=[CH:30][CH:29]=1. (3) Given the product [C:16]1([CH:7]([C:1]2[CH:2]=[CH:3][CH:4]=[CH:5][CH:6]=2)[O:8][CH:9]2[CH2:14][CH2:13][N:12]([C:24]([O:26][CH2:27][CH3:28])=[O:25])[CH2:11][CH2:10]2)[CH:17]=[CH:18][CH:19]=[CH:20][CH:21]=1, predict the reactants needed to synthesize it. The reactants are: [C:1]1([CH:7]([C:16]2[CH:21]=[CH:20][CH:19]=[CH:18][CH:17]=2)[O:8][CH:9]2[CH2:14][CH2:13][N:12](C)[CH2:11][CH2:10]2)[CH:6]=[CH:5][CH:4]=[CH:3][CH:2]=1.Cl.Cl[C:24]([O:26][CH2:27][CH3:28])=[O:25]. (4) Given the product [CH3:26][C:20]1[C:19]([N:7]2[CH:11]=[CH:10][CH:9]=[N:8]2)=[N:24][CH:23]=[C:22]([N+:25]([O-:16])=[O:27])[CH:21]=1, predict the reactants needed to synthesize it. The reactants are: C(=O)([O-])[O-].[Cs+].[Cs+].[NH:7]1[CH:11]=[CH:10][CH:9]=[N:8]1.CN(C)C(=[O:16])C.Cl[C:19]1[N:24]=[CH:23][C:22]([NH2:25])=[CH:21][C:20]=1[CH3:26].[OH2:27]. (5) The reactants are: [CH:1]([C:3]1[CH:4]=[CH:5][C:6]([CH3:14])=[C:7]([CH:13]=1)[O:8][CH2:9][C:10]([OH:12])=[O:11])=[O:2].C1(N=C=NC2CCCCC2)CCCCC1.[Br:30][CH2:31][CH2:32][CH2:33]O. Given the product [Br-:30].[CH:1]([C:3]1[CH:4]=[CH:5][C:6]([CH3:14])=[C:7]([CH:13]=1)[O:8][CH2:9][C:10]([O:12][CH2:33][CH2:32][CH2:31][Br:30])=[O:11])=[O:2], predict the reactants needed to synthesize it. (6) Given the product [F:28][C:26]([F:27])([F:29])[C:23]1[N:21]2[N:22]=[C:17]([N:7]3[CH2:6][CH:5]4[CH2:1][N:2]([C:9]([O:11][C:12]([CH3:15])([CH3:14])[CH3:13])=[O:10])[CH2:3][CH:4]4[CH2:8]3)[CH:18]=[CH:19][C:20]2=[N:25][N:24]=1, predict the reactants needed to synthesize it. The reactants are: [CH2:1]1[CH:5]2[CH2:6][NH:7][CH2:8][CH:4]2[CH2:3][N:2]1[C:9]([O:11][C:12]([CH3:15])([CH3:14])[CH3:13])=[O:10].Cl[C:17]1[CH:18]=[CH:19][C:20]2[N:21]([C:23]([C:26]([F:29])([F:28])[F:27])=[N:24][N:25]=2)[N:22]=1.C(N(C(C)C)CC)(C)C. (7) Given the product [CH2:1]([NH:3][C:4]([NH:6][C:7]1[S:8][C:9]2[C:15]([C:16]3[CH:21]=[CH:20][CH:19]=[CH:18][N:17]=3)=[CH:14][C:13]([N:22]3[CH:26]=[C:25]([CH:27]([OH:28])[CH3:31])[N:24]=[N:23]3)=[CH:12][C:10]=2[N:11]=1)=[O:5])[CH3:2], predict the reactants needed to synthesize it. The reactants are: [CH2:1]([NH:3][C:4]([NH:6][C:7]1[S:8][C:9]2[C:15]([C:16]3[CH:21]=[CH:20][CH:19]=[CH:18][N:17]=3)=[CH:14][C:13]([N:22]3[CH:26]=[C:25]([CH:27]=[O:28])[N:24]=[N:23]3)=[CH:12][C:10]=2[N:11]=1)=[O:5])[CH3:2].Br[Mg][CH3:31].CCOCC.[NH4+].[Cl-].